From a dataset of Full USPTO retrosynthesis dataset with 1.9M reactions from patents (1976-2016). Predict the reactants needed to synthesize the given product. (1) Given the product [ClH:1].[Cl:1][C:2]1[CH:3]=[CH:4][C:5]([O:11][C:12]([CH3:30])([C:14]2[N:18]([CH3:19])[C:17]([C:20]3[CH:25]=[CH:24][CH:23]=[CH:22][C:21]=3[C:26]([F:27])([F:28])[F:29])=[N:16][N:15]=2)[CH3:13])=[C:6]([CH:10]=1)[C:7]([NH:37][CH:34]1[CH2:33][CH2:32]1)=[O:8], predict the reactants needed to synthesize it. The reactants are: [Cl:1][C:2]1[CH:3]=[CH:4][C:5]([O:11][C:12]([CH3:30])([C:14]2[N:18]([CH3:19])[C:17]([C:20]3[CH:25]=[CH:24][CH:23]=[CH:22][C:21]=3[C:26]([F:29])([F:28])[F:27])=[N:16][N:15]=2)[CH3:13])=[C:6]([CH:10]=1)[C:7](O)=[O:8].C1C=N[C:34]2[N:37](O)N=N[C:33]=2[CH:32]=1.C1(N)CC1.O. (2) Given the product [C:1]([C:3]1[N:4]=[CH:5][C:6]([NH:9][C:10]2[N:11]=[CH:12][C:13]([N:31]3[CH:35]=[CH:34][C:33]([C:36]([O:38][CH2:39][CH3:40])=[O:37])=[CH:32]3)=[C:14]([NH:16][CH2:17][CH:18]3[CH2:23][CH2:22][CH2:21][NH:20][CH2:19]3)[CH:15]=2)=[N:7][CH:8]=1)#[N:2], predict the reactants needed to synthesize it. The reactants are: [C:1]([C:3]1[N:4]=[CH:5][C:6]([NH:9][C:10]2[CH:15]=[C:14]([NH:16][CH2:17][CH:18]3[CH2:23][CH2:22][CH2:21][N:20](C(OC(C)(C)C)=O)[CH2:19]3)[C:13]([N:31]3[CH:35]=[CH:34][C:33]([C:36]([O:38][CH2:39][CH3:40])=[O:37])=[CH:32]3)=[CH:12][N:11]=2)=[N:7][CH:8]=1)#[N:2]. (3) Given the product [Cl:22][CH2:23][C:24]([NH:12][C:11]1[CH:10]=[CH:9][C:8]([O:1][C:2]2[CH:3]=[CH:4][CH:5]=[CH:6][CH:7]=2)=[CH:14][CH:13]=1)=[O:25], predict the reactants needed to synthesize it. The reactants are: [O:1]([C:8]1[CH:14]=[CH:13][C:11]([NH2:12])=[CH:10][CH:9]=1)[C:2]1[CH:7]=[CH:6][CH:5]=[CH:4][CH:3]=1.C(N(CC)CC)C.[Cl:22][CH2:23][C:24](Cl)=[O:25]. (4) Given the product [F:1][C:2]1[CH:3]=[C:4]2[C:9](=[CH:10][CH:11]=1)[N:8]=[C:7]([O:12][CH3:13])[C:6]([NH:14][C:15]([N:32]1[CH2:31][CH2:30][N:29]([C:26]3[CH:25]=[CH:24][C:23]([C:20](=[O:22])[CH3:21])=[CH:28][CH:27]=3)[CH2:34][CH2:33]1)=[O:19])=[N:5]2, predict the reactants needed to synthesize it. The reactants are: [F:1][C:2]1[CH:3]=[C:4]2[C:9](=[CH:10][CH:11]=1)[N:8]=[C:7]([O:12][CH3:13])[C:6]([NH:14][C:15](=[O:19])OCC)=[N:5]2.[C:20]([C:23]1[CH:28]=[CH:27][C:26]([N:29]2[CH2:34][CH2:33][NH:32][CH2:31][CH2:30]2)=[CH:25][CH:24]=1)(=[O:22])[CH3:21]. (5) Given the product [O:17]=[C:15]([N:32]1[CH2:31][CH2:30][CH:29]([C:26]2[O:25][C:24]([C:18]3[CH:23]=[CH:22][CH:21]=[CH:20][CH:19]=3)=[N:28][N:27]=2)[CH2:34][CH2:33]1)[CH2:14][CH2:13][CH2:12][C:4]1[NH:3][C:2](=[O:1])[C:11]2[C:6](=[CH:7][CH:8]=[CH:9][CH:10]=2)[N:5]=1, predict the reactants needed to synthesize it. The reactants are: [O:1]=[C:2]1[C:11]2[C:6](=[CH:7][CH:8]=[CH:9][CH:10]=2)[N:5]=[C:4]([CH2:12][CH2:13][CH2:14][C:15]([OH:17])=O)[NH:3]1.[C:18]1([C:24]2[O:25][C:26]([CH:29]3[CH2:34][CH2:33][NH:32][CH2:31][CH2:30]3)=[N:27][N:28]=2)[CH:23]=[CH:22][CH:21]=[CH:20][CH:19]=1. (6) Given the product [F:30][C:27]([F:28])([F:29])[C:41]([OH:43])=[O:42].[Cl:22][C:6]1[CH:5]=[C:4]([C:35]2[CH:36]=[CH:37][C:32]([F:31])=[CH:33][CH:34]=2)[CH:3]=[C:2]([Cl:1])[C:7]=1[CH2:8][C@@H:9]1[CH2:13][CH2:12][N:11]([N:14]2[CH2:15][CH2:16][CH:17]([OH:20])[CH2:18][CH2:19]2)[C:10]1=[O:21], predict the reactants needed to synthesize it. The reactants are: [Cl:1][C:2]1[CH:3]=[C:4](OS([C:27]([F:30])([F:29])[F:28])(=O)=O)[CH:5]=[C:6]([Cl:22])[C:7]=1[CH2:8][C@@H:9]1[CH2:13][CH2:12][N:11]([N:14]2[CH2:19][CH2:18][CH:17]([OH:20])[CH2:16][CH2:15]2)[C:10]1=[O:21].[F:31][C:32]1[CH:37]=[CH:36][C:35](B(O)O)=[CH:34][CH:33]=1.[C:41](=O)([O-:43])[O-:42].[Na+].[Na+]. (7) Given the product [C:15]([C:9]1[N:8]=[C:7]2[C:6]3[CH:18]=[C:2]([C:36]#[C:35][C:29]4([OH:34])[CH2:30][CH:31]5[N:26]([C:24]([O:23][C:19]([CH3:21])([CH3:20])[CH3:22])=[O:25])[CH:27]([CH2:33][CH2:32]5)[CH2:28]4)[CH:3]=[CH:4][C:5]=3[O:14][CH2:13][CH2:12][N:11]2[CH:10]=1)(=[O:16])[NH2:17], predict the reactants needed to synthesize it. The reactants are: Br[C:2]1[CH:3]=[CH:4][C:5]2[O:14][CH2:13][CH2:12][N:11]3[C:7](=[N:8][C:9]([C:15]([NH2:17])=[O:16])=[CH:10]3)[C:6]=2[CH:18]=1.[C:19]([O:23][C:24]([N:26]1[CH:31]2[CH2:32][CH2:33][CH:27]1[CH2:28][C:29]([C:35]#[CH:36])([OH:34])[CH2:30]2)=[O:25])([CH3:22])([CH3:21])[CH3:20]. (8) Given the product [O:1]1[C:5]2[CH:6]=[CH:7][C:8]([CH2:10][NH:11][C:12]3[N:13]=[C:14]([N:21]4[CH2:25][CH2:24][CH2:23][CH2:22]4)[C:15]([NH:18][C:34](=[O:35])[CH2:33][C:32]([CH3:38])([CH3:37])[CH3:31])=[CH:16][CH:17]=3)=[CH:9][C:4]=2[O:3][CH2:2]1, predict the reactants needed to synthesize it. The reactants are: [O:1]1[C:5]2[CH:6]=[CH:7][C:8]([CH2:10][NH:11][C:12]3[CH:17]=[CH:16][C:15]([N+:18]([O-])=O)=[C:14]([N:21]4[CH2:25][CH2:24][CH2:23][CH2:22]4)[N:13]=3)=[CH:9][C:4]=2[O:3][CH2:2]1.O.NN.N#N.[CH3:31][C:32]([CH3:38])([CH3:37])[CH2:33][C:34](Cl)=[O:35].C([O-])(O)=O.[Na+].